Dataset: Full USPTO retrosynthesis dataset with 1.9M reactions from patents (1976-2016). Task: Predict the reactants needed to synthesize the given product. (1) Given the product [CH3:1][O:2][C:3]([C:5]1[CH:6]=[N:7][C:8]([N:11]2[CH2:31][CH2:30][C:14]3[NH:15][C:16]4[CH:17]=[CH:18][C:19]([C:22]5[CH:27]=[CH:26][C:25]([CH2:28][OH:29])=[CH:24][CH:23]=5)=[CH:20][C:21]=4[C:13]=3[CH2:12]2)=[N:9][CH:10]=1)=[O:4], predict the reactants needed to synthesize it. The reactants are: [CH3:1][O:2][C:3]([C:5]1[CH:6]=[N:7][C:8]([N:11]2[CH2:31][CH2:30][C:14]3[NH:15][C:16]4[CH:17]=[CH:18][C:19]([C:22]5[CH:27]=[CH:26][C:25]([CH:28]=[O:29])=[CH:24][CH:23]=5)=[CH:20][C:21]=4[C:13]=3[CH2:12]2)=[N:9][CH:10]=1)=[O:4].[BH4-].[Na+]. (2) Given the product [N:16]1([C:22]2[N:27]=[CH:26][C:25]([NH:28][C:13]([C:3]3[C:2]([CH3:1])=[N:6][N:5]([C:7]4[CH:8]=[CH:9][CH:10]=[CH:11][CH:12]=4)[N:4]=3)=[O:15])=[CH:24][CH:23]=2)[CH2:21][CH2:20][O:19][CH2:18][CH2:17]1, predict the reactants needed to synthesize it. The reactants are: [CH3:1][C:2]1[C:3]([C:13]([OH:15])=O)=[N:4][N:5]([C:7]2[CH:12]=[CH:11][CH:10]=[CH:9][CH:8]=2)[N:6]=1.[N:16]1([C:22]2[N:27]=[CH:26][C:25]([NH2:28])=[CH:24][CH:23]=2)[CH2:21][CH2:20][O:19][CH2:18][CH2:17]1. (3) The reactants are: C(O[C:6]([C:8]1[N:9]=[C:10]([Br:26])[C:11]2[C:16]([C:17]=1[OH:18])=[CH:15][C:14]([S:19][C:20]1[CH:25]=[CH:24][CH:23]=[CH:22][CH:21]=1)=[CH:13][CH:12]=2)=[O:7])CCC.[NH2:27][CH2:28][C:29]([OH:31])=[O:30].C[O-].[Na+]. Given the product [Br:26][C:10]1[C:11]2[C:16](=[CH:15][C:14]([S:19][C:20]3[CH:25]=[CH:24][CH:23]=[CH:22][CH:21]=3)=[CH:13][CH:12]=2)[C:17]([OH:18])=[C:8]([C:6]([NH:27][CH2:28][C:29]([OH:31])=[O:30])=[O:7])[N:9]=1, predict the reactants needed to synthesize it. (4) The reactants are: COC(=O)CC1C=CC([C:11]([F:14])([F:13])[F:12])=CC=1Cl.C1(COC2C=C(C(O)=O)C=CN=2)C=CC=CC=1.[CH2:34]([O:41][C:42]1[CH:47]=[C:46]([C:48](=[O:59])[CH:49]([C:51]2[CH:56]=[CH:55][C:54]([Cl:57])=[CH:53][C:52]=2[Cl:58])[CH3:50])[CH:45]=[CH:44][N:43]=1)[C:35]1[CH:40]=[CH:39][CH:38]=[CH:37][CH:36]=1. Given the product [CH2:34]([O:41][C:42]1[CH:47]=[C:46]([C:48]([OH:59])([CH:49]([C:51]2[CH:56]=[CH:55][C:54]([Cl:57])=[CH:53][C:52]=2[Cl:58])[CH3:50])[C:11]([F:14])([F:13])[F:12])[CH:45]=[CH:44][N:43]=1)[C:35]1[CH:40]=[CH:39][CH:38]=[CH:37][CH:36]=1, predict the reactants needed to synthesize it. (5) Given the product [CH2:1]([O:8][C:9]1[C:10](=[O:25])[C:11]([C:20]2[S:21][CH:22]=[CH:23][N:24]=2)=[CH:12][N:13]2[CH2:18][CH2:17][N:16]([CH2:34][CH2:33][CH2:32][C:26]3[CH:31]=[CH:30][CH:29]=[CH:28][CH:27]=3)[C:15](=[O:19])[C:14]=12)[C:2]1[CH:7]=[CH:6][CH:5]=[CH:4][CH:3]=1, predict the reactants needed to synthesize it. The reactants are: [CH2:1]([O:8][C:9]1[C:10](=[O:25])[C:11]([C:20]2[S:21][CH:22]=[CH:23][N:24]=2)=[CH:12][N:13]2[CH2:18][CH2:17][NH:16][C:15](=[O:19])[C:14]=12)[C:2]1[CH:7]=[CH:6][CH:5]=[CH:4][CH:3]=1.[C:26]1([CH2:32][CH2:33][CH2:34]Br)[CH:31]=[CH:30][CH:29]=[CH:28][CH:27]=1.[H-].[Na+].S([O-])(O)(=O)=O.[K+]. (6) Given the product [CH3:33][O:32][C:29]1[CH:28]=[CH:27][C:26]([CH2:25][N:19]([C:20]2[S:21][CH:22]=[CH:23][N:24]=2)[S:16]([C:13]2[CH:14]=[CH:15][C:10]3[NH:9][C:3](=[O:4])[CH:2]([CH2:6][O:7][CH3:8])[O:34][C:11]=3[CH:12]=2)(=[O:18])=[O:17])=[CH:31][CH:30]=1, predict the reactants needed to synthesize it. The reactants are: Cl[CH:2]([CH2:6][O:7][CH3:8])[C:3](Cl)=[O:4].[NH2:9][C:10]1[CH:15]=[CH:14][C:13]([S:16]([N:19]([CH2:25][C:26]2[CH:31]=[CH:30][C:29]([O:32][CH3:33])=[CH:28][CH:27]=2)[C:20]2[S:21][CH:22]=[CH:23][N:24]=2)(=[O:18])=[O:17])=[CH:12][C:11]=1[OH:34].C([O-])([O-])=O.[Cs+].[Cs+]. (7) Given the product [CH3:27][C:22]1([CH3:28])[C:23]([CH3:26])([CH3:25])[O:24][B:20]([C:2]2[CH:3]=[CH:4][C:5]3[O:11][CH2:10][CH2:9][N:8]([C:12]([O:14][C:15]([CH3:18])([CH3:17])[CH3:16])=[O:13])[CH2:7][C:6]=3[CH:19]=2)[O:21]1, predict the reactants needed to synthesize it. The reactants are: Br[C:2]1[CH:3]=[CH:4][C:5]2[O:11][CH2:10][CH2:9][N:8]([C:12]([O:14][C:15]([CH3:18])([CH3:17])[CH3:16])=[O:13])[CH2:7][C:6]=2[CH:19]=1.[B:20]1([B:20]2[O:24][C:23]([CH3:26])([CH3:25])[C:22]([CH3:28])([CH3:27])[O:21]2)[O:24][C:23]([CH3:26])([CH3:25])[C:22]([CH3:28])([CH3:27])[O:21]1.C([O-])(=O)C.[K+].C(OCC)(=O)C. (8) The reactants are: [NH:1]1[CH2:6][CH2:5][CH:4]([C@H:7]2[CH2:9][C@H:8]2[CH2:10][CH2:11][OH:12])[CH2:3][CH2:2]1.Cl[C:14]1[N:19]=[CH:18][C:17]([CH2:20][O:21][CH3:22])=[CH:16][N:15]=1.C(=O)([O-])[O-].[K+].[K+]. Given the product [CH3:22][O:21][CH2:20][C:17]1[CH:16]=[N:15][C:14]([N:1]2[CH2:6][CH2:5][CH:4]([C@H:7]3[CH2:9][C@H:8]3[CH2:10][CH2:11][OH:12])[CH2:3][CH2:2]2)=[N:19][CH:18]=1, predict the reactants needed to synthesize it. (9) Given the product [F:36][C:2]1([F:1])[CH2:3][CH2:4][N:5]([CH2:8][C@@H:9]2[CH2:14][N:13]([S:15]([C:18]3[S:19][CH:20]=[CH:21][CH:22]=3)(=[O:16])=[O:17])[CH2:12][CH2:11][N:10]2[C:23]2[CH:28]=[CH:27][C:26]([C@:29]([OH:35])([CH3:34])[C:30]([F:31])([F:33])[F:32])=[CH:25][CH:24]=2)[CH2:6][CH2:7]1, predict the reactants needed to synthesize it. The reactants are: [F:1][C:2]1([F:36])[CH2:7][CH2:6][N:5]([CH2:8][C@H:9]2[CH2:14][N:13]([S:15]([C:18]3[S:19][CH:20]=[CH:21][CH:22]=3)(=[O:17])=[O:16])[CH2:12][CH2:11][N:10]2[C:23]2[CH:28]=[CH:27][C:26]([C@:29]([OH:35])([CH3:34])[C:30]([F:33])([F:32])[F:31])=[CH:25][CH:24]=2)[CH2:4][CH2:3]1.FC1(F)CCN(C[C@@H]2CN(S(C3SC=CC=3)(=O)=O)CCN2C2C=CC([C@@](O)(C)C(F)(F)F)=CC=2)CC1.FC1(F)CCN(C[C@H]2CN(S(C3SC=CC=3)(=O)=O)CCN2C2C=CC([C@@](O)(C)C(F)(F)F)=CC=2)CC1.C1N=C(N)C2N=CN([C@@H]3O[C@H](COP(OP(OC[C@H]4O[C@@H](N5C=C(C(N)=O)CC=C5)[C@H](O)[C@@H]4O)(O)=O)(O)=O)[C@@H](O)[C@H]3OP(O)(O)=O)C=2N=1. (10) Given the product [C:35]([O:39][C:40](=[O:46])[NH:41][CH2:42][CH2:43][CH2:44][N:28]1[CH2:27][CH2:26][CH:25]([N:10]2[CH:11]=[C:12]([NH:13][C:14]([C:16]3[CH:17]=[N:18][N:19]4[CH:24]=[CH:23][CH:22]=[N:21][C:20]=34)=[O:15])[C:8]([C:6]3[CH:7]=[C:2]([Cl:1])[CH:3]=[CH:4][C:5]=3[O:31][CH:32]([F:33])[F:34])=[N:9]2)[CH2:30][CH2:29]1)([CH3:38])([CH3:37])[CH3:36], predict the reactants needed to synthesize it. The reactants are: [Cl:1][C:2]1[CH:3]=[CH:4][C:5]([O:31][CH:32]([F:34])[F:33])=[C:6]([C:8]2[C:12]([NH:13][C:14]([C:16]3[CH:17]=[N:18][N:19]4[CH:24]=[CH:23][CH:22]=[N:21][C:20]=34)=[O:15])=[CH:11][N:10]([CH:25]3[CH2:30][CH2:29][NH:28][CH2:27][CH2:26]3)[N:9]=2)[CH:7]=1.[C:35]([O:39][C:40](=[O:46])[NH:41][CH2:42][CH2:43][CH2:44]Br)([CH3:38])([CH3:37])[CH3:36].C(=O)([O-])[O-].[K+].[K+].